Task: Binary Classification. Given a drug SMILES string, predict its activity (active/inactive) in a high-throughput screening assay against a specified biological target.. Dataset: Serine/threonine kinase 33 screen with 319,792 compounds (1) The molecule is S(=O)(=O)(c1c2nc3c(nc2n(NC(=O)c2occc2)c1N)cccc3)c1ccc(cc1)C. The result is 0 (inactive). (2) The drug is Brc1cc(C(=O)/C=C2/NCCNC2=O)ccc1. The result is 0 (inactive). (3) The molecule is Clc1ccc(N2C(=O)c3cc(C(=O)N4CCN(CC4)c4ncccc4)ccc3C2=O)cc1. The result is 0 (inactive).